This data is from Catalyst prediction with 721,799 reactions and 888 catalyst types from USPTO. The task is: Predict which catalyst facilitates the given reaction. (1) Reactant: [NH2:1][C:2]1[CH:10]=[C:9]([C:11]([O:13][CH3:14])=[O:12])[CH:8]=[C:7]2[C:3]=1[CH:4]=[CH:5][NH:6]2.C(N(CC)CC)C.Cl[CH2:23][CH2:24][S:25](Cl)(=[O:27])=[O:26]. Product: [CH:24]([S:25]([NH:1][C:2]1[CH:10]=[C:9]([C:11]([O:13][CH3:14])=[O:12])[CH:8]=[C:7]2[C:3]=1[CH:4]=[CH:5][NH:6]2)(=[O:27])=[O:26])=[CH2:23]. The catalyst class is: 4. (2) Reactant: Br[C:2]([CH3:25])([CH3:24])[C:3]([NH:5][C:6](=[O:23])[NH:7][C:8]1[S:9][C:10]2[CH2:16][CH2:15][O:14][C:13]3[CH:17]=[C:18]([Br:21])[CH:19]=[CH:20][C:12]=3[C:11]=2[N:22]=1)=[O:4].C(=O)([O-])[O-].[Cs+].[Cs+]. Product: [Br:21][C:18]1[CH:19]=[CH:20][C:12]2[C:11]3[N:22]=[C:8]([N:7]4[C:2]([CH3:25])([CH3:24])[C:3](=[O:4])[NH:5][C:6]4=[O:23])[S:9][C:10]=3[CH2:16][CH2:15][O:14][C:13]=2[CH:17]=1. The catalyst class is: 9. (3) Reactant: FC(F)(F)C(O)=O.[CH3:8][O:9][C:10]([C:12]1[N:17]=[C:16]([C:18]2[CH:27]=[C:26]3[C:21]([CH2:22][CH2:23][CH2:24][N:25]3C(OC(C)(C)C)=O)=[CH:20][CH:19]=2)[CH:15]=[CH:14][C:13]=1[O:35][S:36]([C:39]([F:42])([F:41])[F:40])(=[O:38])=[O:37])=[O:11]. Product: [NH:25]1[C:26]2[C:21](=[CH:20][CH:19]=[C:18]([C:16]3[N:17]=[C:12]([C:10]([O:9][CH3:8])=[O:11])[C:13]([O:35][S:36]([C:39]([F:41])([F:42])[F:40])(=[O:38])=[O:37])=[CH:14][CH:15]=3)[CH:27]=2)[CH2:22][CH2:23][CH2:24]1. The catalyst class is: 2. (4) Reactant: [C:1]1([P:7]([C:14]2[CH:19]=[CH:18][CH:17]=[CH:16][CH:15]=2)[C:8]2[CH:13]=[CH:12][CH:11]=[CH:10][CH:9]=2)[CH:6]=[CH:5][CH:4]=[CH:3][CH:2]=1.[Br:20][CH2:21][CH:22]1[CH2:27][CH2:26][CH2:25][CH2:24][CH2:23]1. Product: [Br-:20].[CH:22]1([CH2:21][P+:7]([C:1]2[CH:2]=[CH:3][CH:4]=[CH:5][CH:6]=2)([C:8]2[CH:13]=[CH:12][CH:11]=[CH:10][CH:9]=2)[C:14]2[CH:15]=[CH:16][CH:17]=[CH:18][CH:19]=2)[CH2:27][CH2:26][CH2:25][CH2:24][CH2:23]1. The catalyst class is: 11. (5) Reactant: [CH2:1]([O:3][C:4](=[O:20])[CH2:5][CH:6]([N:10]1[C:14]2[CH:15]=[CH:16][CH:17]=[CH:18][C:13]=2[NH:12][C:11]1=[O:19])[CH2:7][CH2:8][CH3:9])[CH3:2].[Cl:21][C:22]1[CH:30]=[CH:29][C:28]([CH2:31][N+](C)(C)C)=[C:27]2[C:23]=1[C:24]([CH3:38])=[C:25]([CH3:37])[N:26]2[CH3:36].[I-].C(=O)([O-])[O-].[K+].[K+]. Product: [CH2:1]([O:3][C:4](=[O:20])[CH2:5][CH:6]([N:10]1[C:14]2[CH:15]=[CH:16][CH:17]=[CH:18][C:13]=2[N:12]([CH2:31][C:28]2[CH:29]=[CH:30][C:22]([Cl:21])=[C:23]3[C:27]=2[N:26]([CH3:36])[C:25]([CH3:37])=[C:24]3[CH3:38])[C:11]1=[O:19])[CH2:7][CH2:8][CH3:9])[CH3:2]. The catalyst class is: 384. (6) Reactant: [Cl:1][C:2]1[CH:3]=[C:4]([CH:20]=[C:21]([Cl:23])[CH:22]=1)[CH2:5][O:6][C:7](=[O:19])[NH:8][C:9]1[CH:10]=[C:11]2[C:16](=[CH:17][CH:18]=1)[CH2:15][NH:14][CH2:13][CH2:12]2.CN1CC[O:28][CH2:27]C1.CCN=C=NCCCN(C)C.[CH:42]1[CH:43]=[CH:44][C:45]2[N:50](O)[N:49]=[N:48][C:46]=2[CH:47]=1. Product: [Cl:23][C:21]1[CH:20]=[C:4]([CH:3]=[C:2]([Cl:1])[CH:22]=1)[CH2:5][O:6][C:7](=[O:19])[NH:8][C:9]1[CH:10]=[C:11]2[C:16](=[CH:17][CH:18]=1)[CH2:15][N:14]([C:27]([C:42]1[CH:43]=[CH:44][C:45]3[NH:50][N:49]=[N:48][C:46]=3[CH:47]=1)=[O:28])[CH2:13][CH2:12]2. The catalyst class is: 18. (7) Reactant: [NH2:1][C:2]1[N:7]=[C:6]([N:8]([CH3:15])[C:9]2[CH:14]=[CH:13][CH:12]=[CH:11][CH:10]=2)[N:5]=[C:4]([C:16]2[N:20]=[C:19]([N:21]3[CH2:26][CH2:25][CH:24]([OH:27])[CH2:23][CH2:22]3)[O:18][N:17]=2)[N:3]=1.[CH3:28][C:29]([O:31][I:32]1([O:46][C:47]([CH3:49])=[O:48])([O:42][C:43]([CH3:45])=[O:44])[O:41][C:39](=[O:40])[C:38]2[CH:37]=[CH:36][CH:35]=[CH:34][C:33]1=2)=[O:30]. Product: [NH2:1][C:2]1[N:7]=[C:6]([N:8]([CH3:15])[C:9]2[CH:10]=[CH:11][CH:12]=[CH:13][CH:14]=2)[N:5]=[C:4]([C:16]2[N:20]=[C:19]([N:21]3[CH2:22][CH2:23][C:24](=[O:27])[CH2:25][CH2:26]3)[O:18][N:17]=2)[N:3]=1.[CH3:45][C:43]([O:42][I:32]1([O:46][C:47]([CH3:49])=[O:48])([O:31][C:29]([CH3:28])=[O:30])[O:41][C:39](=[O:40])[C:38]2[CH:37]=[CH:36][CH:35]=[CH:34][C:33]1=2)=[O:44]. The catalyst class is: 2.